Dataset: Forward reaction prediction with 1.9M reactions from USPTO patents (1976-2016). Task: Predict the product of the given reaction. (1) Given the reactants [C:1]([O:5][C:6]([N:8]1[CH2:12][CH2:11][C@@H:10](OS(C2C=CC(C)=CC=2)(=O)=O)[CH2:9]1)=[O:7])([CH3:4])([CH3:3])[CH3:2].[CH3:24][C@H:25]1[CH2:29][CH2:28][CH2:27][NH:26]1.C([O-])([O-])=O.[K+].[K+], predict the reaction product. The product is: [C:1]([O:5][C:6]([N:8]1[CH2:12][CH2:11][C@H:10]([N:26]2[CH2:27][CH2:28][CH2:29][C@@H:25]2[CH3:24])[CH2:9]1)=[O:7])([CH3:2])([CH3:3])[CH3:4]. (2) The product is: [Br:8][C:9]1[CH:14]=[CH:13][C:12]([C:15]([C:4]2[CH:5]=[CH:6][C:1]([OH:7])=[CH:2][CH:3]=2)([CH2:18][CH3:19])[CH2:16][CH3:17])=[CH:11][C:10]=1[CH3:21]. Given the reactants [C:1]1([OH:7])[CH:6]=[CH:5][CH:4]=[CH:3][CH:2]=1.[Br:8][C:9]1[CH:14]=[CH:13][C:12]([C:15](O)([CH2:18][CH3:19])[CH2:16][CH3:17])=[CH:11][C:10]=1[CH3:21], predict the reaction product. (3) Given the reactants O.[OH-].[Li+:3].[CH3:4][C:5]1[C:10]([O:11][C:12]2[CH:17]=[CH:16][N:15]=[C:14]([NH:18][C:19]3[CH:29]=[CH:28][C:22]([C:23]([O:25]CC)=[O:24])=[CH:21][CH:20]=3)[CH:13]=2)=[CH:9][CH:8]=[C:7]([CH3:30])[N:6]=1, predict the reaction product. The product is: [CH3:4][C:5]1[C:10]([O:11][C:12]2[CH:17]=[CH:16][N:15]=[C:14]([NH:18][C:19]3[CH:29]=[CH:28][C:22]([C:23]([O-:25])=[O:24])=[CH:21][CH:20]=3)[CH:13]=2)=[CH:9][CH:8]=[C:7]([CH3:30])[N:6]=1.[Li+:3].